This data is from Cav3 T-type calcium channel HTS with 100,875 compounds. The task is: Binary Classification. Given a drug SMILES string, predict its activity (active/inactive) in a high-throughput screening assay against a specified biological target. (1) The drug is O(c1c(cc2c(c1)cccc2)C(=O)Nc1c(OC)ccc(c1)C)CC(=O)NCc1occc1. The result is 0 (inactive). (2) The drug is FC(F)(F)c1nc(N2CCOCC2)nc(c1)c1occc1. The result is 0 (inactive).